From a dataset of Reaction yield outcomes from USPTO patents with 853,638 reactions. Predict the reaction yield, written as a fraction of the theoretical maximum amount of product (1.0 means a 100% yield; for example, 0.34 means a 34% yield). The reactants are [OH:1][CH2:2][CH2:3][C:4]([O:6][CH2:7][C:8]1[CH:13]=[CH:12][CH:11]=[CH:10][CH:9]=1)=[O:5].[CH2:14]1[CH2:19][O:18][CH:17]=[CH:16][CH2:15]1.CC1C=CC(S([O-])(=O)=O)=CC=1.C1C=C[NH+]=CC=1. The catalyst is ClCCl. The product is [O:18]1[CH2:19][CH2:14][CH2:15][CH2:16][CH:17]1[O:1][CH2:2][CH2:3][C:4]([O:6][CH2:7][C:8]1[CH:13]=[CH:12][CH:11]=[CH:10][CH:9]=1)=[O:5]. The yield is 0.860.